From a dataset of Cav3 T-type calcium channel HTS with 100,875 compounds. Binary Classification. Given a drug SMILES string, predict its activity (active/inactive) in a high-throughput screening assay against a specified biological target. (1) The molecule is o1nc(nc1c1c(c2ccccc2)cccc1)c1ccc(OC)cc1. The result is 0 (inactive). (2) The result is 0 (inactive). The compound is Clc1ccc(c2nc3n(c2Nc2cc4OCOc4cc2)ccnc3)cc1.